Dataset: Forward reaction prediction with 1.9M reactions from USPTO patents (1976-2016). Task: Predict the product of the given reaction. (1) Given the reactants [NH2:1][CH:2]([C:5]1([C:10]2[CH:15]=[CH:14][C:13]([F:16])=[CH:12][CH:11]=2)[CH2:9][CH:8]=[CH:7][CH2:6]1)[CH2:3][CH3:4].B.[OH:18]O.[OH-].[Na+], predict the reaction product. The product is: [NH2:1][CH:2]([C:5]1([C:10]2[CH:15]=[CH:14][C:13]([F:16])=[CH:12][CH:11]=2)[CH2:6][CH2:7][CH:8]([OH:18])[CH2:9]1)[CH2:3][CH3:4]. (2) Given the reactants C1C=CC(C2C=CC=CC=2)=CC=1.C1C=CC(OC2C=CC=CC=2)=CC=1.[Cl:26][C:27]1[CH:32]=[CH:31][C:30]([NH:33][CH:34]=[C:35]([C:41]([O:43]CC)=O)[C:36]([O:38][CH2:39][CH3:40])=[O:37])=[CH:29][C:28]=1[O:46][CH2:47][CH2:48][O:49][CH3:50], predict the reaction product. The product is: [Cl:26][C:27]1[CH:32]=[C:31]2[C:30](=[CH:29][C:28]=1[O:46][CH2:47][CH2:48][O:49][CH3:50])[N:33]=[CH:34][C:35]([C:36]([O:38][CH2:39][CH3:40])=[O:37])=[C:41]2[OH:43]. (3) Given the reactants [CH:1]1([CH2:7][C:8]([OH:10])=O)[CH2:6][CH2:5][CH2:4][CH2:3][CH2:2]1.Cl.[CH2:12]([O:16][C:17](=[O:21])[C@H:18]([CH3:20])[NH2:19])[CH:13]([CH3:15])[CH3:14], predict the reaction product. The product is: [CH2:12]([O:16][C:17](=[O:21])[C@H:18]([CH3:20])[NH:19][C:8](=[O:10])[CH2:7][CH:1]1[CH2:2][CH2:3][CH2:4][CH2:5][CH2:6]1)[CH:13]([CH3:15])[CH3:14]. (4) Given the reactants [CH:1]1([NH:7][C:8]([C:10]2[CH:15]=[CH:14][C:13]([CH2:16][N:17]3[CH2:26][CH2:25][C:20]4(OCC[O:21]4)[CH2:19][CH2:18]3)=[CH:12][N:11]=2)=[O:9])[CH2:6][CH2:5][CH2:4][CH2:3][CH2:2]1.CC(C)=O, predict the reaction product. The product is: [CH:1]1([NH:7][C:8]([C:10]2[CH:15]=[CH:14][C:13]([CH2:16][N:17]3[CH2:18][CH2:19][C:20](=[O:21])[CH2:25][CH2:26]3)=[CH:12][N:11]=2)=[O:9])[CH2:2][CH2:3][CH2:4][CH2:5][CH2:6]1. (5) The product is: [C:1]([O:5][C:6]([N:8]1[CH2:17][CH2:16][C:15]2[C:10](=[CH:11][CH:12]=[C:13]([C:18](=[O:33])[NH:19][C:20]3[NH:24][C:23]4[CH:25]=[CH:26][CH:27]=[C:28]([C:29]([OH:31])=[O:30])[C:22]=4[N:21]=3)[CH:14]=2)[CH2:9]1)=[O:7])([CH3:4])([CH3:2])[CH3:3]. Given the reactants [C:1]([O:5][C:6]([N:8]1[CH2:17][CH2:16][C:15]2[C:10](=[CH:11][CH:12]=[C:13]([C:18](=[O:33])[NH:19][C:20]3[NH:24][C:23]4[CH:25]=[CH:26][CH:27]=[C:28]([C:29]([O:31]C)=[O:30])[C:22]=4[N:21]=3)[CH:14]=2)[CH2:9]1)=[O:7])([CH3:4])([CH3:3])[CH3:2].[Li+].[OH-].C1COCC1, predict the reaction product. (6) Given the reactants [CH2:1]([O:3][C:4]([CH:6]1[CH:10]([C:11]([O:13][CH2:14][CH3:15])=[O:12])[CH2:9][NH:8][CH2:7]1)=[O:5])[CH3:2].N1C=CC=CC=1.[CH3:22][S:23](Cl)(=[O:25])=[O:24], predict the reaction product. The product is: [CH2:14]([O:13][C:11]([CH:10]1[CH:6]([C:4]([O:3][CH2:1][CH3:2])=[O:5])[CH2:7][N:8]([S:23]([CH3:22])(=[O:25])=[O:24])[CH2:9]1)=[O:12])[CH3:15].